Task: Predict the reaction yield, written as a fraction of the theoretical maximum amount of product (1.0 means a 100% yield; for example, 0.34 means a 34% yield).. Dataset: Reaction yield outcomes from USPTO patents with 853,638 reactions (1) The reactants are [Cl:1][C:2]1[CH:9]=[CH:8][C:5]([CH2:6]Br)=[CH:4][CH:3]=1.[Cl:10][C:11]1[CH:19]=[CH:18][C:14]([C:15](Cl)=[O:16])=[CH:13][CH:12]=1. The catalyst is Cl[Pd](Cl)([P](C1C=CC=CC=1)(C1C=CC=CC=1)C1C=CC=CC=1)[P](C1C=CC=CC=1)(C1C=CC=CC=1)C1C=CC=CC=1.[Zn].C(COC)OC. The product is [Cl:1][C:2]1[CH:9]=[CH:8][C:5]([CH2:6][C:15]([C:14]2[CH:18]=[CH:19][C:11]([Cl:10])=[CH:12][CH:13]=2)=[O:16])=[CH:4][CH:3]=1. The yield is 0.910. (2) The reactants are [OH:1][C:2]1[CH:3]=[C:4]([CH2:8][CH2:9][CH2:10][NH:11][C:12]2[N:17]=[C:16]([CH3:18])[C:15]([C:19]([NH:21][C@@H:22]([CH2:26][NH:27][C:28]([C:30]3[S:31][CH:32]=[CH:33][CH:34]=3)=[O:29])[C:23]([OH:25])=[O:24])=[O:20])=[C:14]([CH3:35])[N:13]=2)[CH:5]=[CH:6][CH:7]=1.Cl[CH2:37][C:38]([N:40]([CH3:42])[CH3:41])=[O:39].[I-].[Na+].C(N(CC)CC)C. The catalyst is CN(C=O)C.CCOC(C)=O. The product is [CH3:41][N:40]([CH3:42])[C:38]([CH2:37][O:24][C:23](=[O:25])[C@@H:22]([NH:21][C:19]([C:15]1[C:16]([CH3:18])=[N:17][C:12]([NH:11][CH2:10][CH2:9][CH2:8][C:4]2[CH:5]=[CH:6][CH:7]=[C:2]([OH:1])[CH:3]=2)=[N:13][C:14]=1[CH3:35])=[O:20])[CH2:26][NH:27][C:28]([C:30]1[S:31][CH:32]=[CH:33][CH:34]=1)=[O:29])=[O:39]. The yield is 0.740.